Dataset: Full USPTO retrosynthesis dataset with 1.9M reactions from patents (1976-2016). Task: Predict the reactants needed to synthesize the given product. (1) Given the product [F:1][C:2]1[CH:22]=[CH:21][CH:20]=[CH:19][C:3]=1[CH2:4][O:5][C:6]1[CH:7]=[CH:8][C:9]([CH2:10][NH:11][C@@H:12]([CH3:16])[C:13]([NH2:15])=[O:14])=[CH:17][CH:18]=1, predict the reactants needed to synthesize it. The reactants are: [F:1][C:2]1[CH:22]=[CH:21][CH:20]=[CH:19][C:3]=1[CH2:4][O:5][C:6]1[CH:18]=[CH:17][C:9]([CH:10]=[N:11][C@@H:12]([CH3:16])[C:13]([NH2:15])=[O:14])=[CH:8][CH:7]=1.[BH4-].[Na+]. (2) Given the product [F:1][C:2]1[CH:3]=[C:4]([CH2:5][C@H:6]([OH:16])[C:8]([OH:10])=[O:9])[CH:11]=[C:12]([F:14])[CH:13]=1, predict the reactants needed to synthesize it. The reactants are: [F:1][C:2]1[CH:3]=[C:4]([CH:11]=[C:12]([F:14])[CH:13]=1)[CH2:5][C@@H:6]([C:8]([OH:10])=[O:9])N.N([O-])=[O:16].[Na+]. (3) Given the product [S:15]1[CH:19]=[CH:18][N:17]=[C:16]1[N:20]1[CH:24]=[CH:23][CH:22]=[C:21]1[CH2:25][N:8]([CH2:25][C:21]1[N:20]([C:16]2[S:15][CH:2]=[CH:3][N:17]=2)[CH:24]=[CH:23][CH:22]=1)[C:9]1[CH:14]=[CH:13][CH:12]=[CH:11][CH:10]=1, predict the reactants needed to synthesize it. The reactants are: F[C:2](F)(F)[C:3]([O-])=O.[NH2:8][C:9]1[CH:14]=[CH:13][CH:12]=[CH:11][CH:10]=1.[S:15]1[CH:19]=[CH:18][N:17]=[C:16]1[N:20]1[CH:24]=[CH:23][CH:22]=[C:21]1[CH:25]=O. (4) Given the product [CH3:24][C:23]1[O:22][N:21]=[CH:20][C:19]=1[C:16]1[CH:17]=[CH:18][C:13]([CH2:12][C:11]([NH:10][C@@H:8]([C:5]2[CH:4]=[CH:3][C:2]([CH:26]=[CH2:27])=[CH:7][N:6]=2)[CH3:9])=[O:25])=[CH:14][CH:15]=1, predict the reactants needed to synthesize it. The reactants are: Br[C:2]1[CH:3]=[CH:4][C:5]([C@H:8]([NH:10][C:11](=[O:25])[CH2:12][C:13]2[CH:18]=[CH:17][C:16]([C:19]3[CH:20]=[N:21][O:22][C:23]=3[CH3:24])=[CH:15][CH:14]=2)[CH3:9])=[N:6][CH:7]=1.[CH:26](B1OC(C)(C)C(C)(C)O1)=[CH2:27].CC1C(P(C2C(C)=CC(C)=C(S([O-])(=O)=O)C=2)C2C(C)=CC(C)=C(S([O-])(=O)=O)C=2)=CC(S([O-])(=O)=O)=C(C)C=1.[Na+].[Na+].[Na+].C(NC(C)C)(C)C. (5) Given the product [Cl:7][C:8]1[C:13]([O:14][CH3:15])=[CH:12][CH:11]=[CH:10][C:9]=1[C@@H:16]1[C:18]2[CH:23]=[C:22]([CH3:24])[CH:21]=[CH:20][C:19]=2[N:25]([CH2:26][C:27]2[CH:32]=[CH:31][C:30]([O:33][CH3:34])=[CH:29][C:28]=2[O:35][CH3:36])[C:50](=[O:51])[C@@H:49]([CH2:43][C:44]([O:46][CH2:47][CH3:48])=[O:45])[O:17]1, predict the reactants needed to synthesize it. The reactants are: C(OCC)(=O)C.[Cl:7][C:8]1[C:13]([O:14][CH3:15])=[CH:12][CH:11]=[CH:10][C:9]=1[CH:16]([C:18]1[CH:23]=[C:22]([CH3:24])[CH:21]=[CH:20][C:19]=1[NH:25][CH2:26][C:27]1[CH:32]=[CH:31][C:30]([O:33][CH3:34])=[CH:29][C:28]=1[O:35][CH3:36])[OH:17].C(=O)([O-])O.[Na+].Cl/[C:43](=[CH:49]\[C:50]([O-])=[O:51])/[C:44]([O:46][CH2:47][CH3:48])=[O:45]. (6) Given the product [Br:1][C:2]1[CH:7]=[CH:6][C:5]([N:8]([C:9]2[S:10][CH:11]=[C:12]([CH2:14][OH:15])[N:13]=2)[C:19](=[O:20])[O:21][C:22]([CH3:25])([CH3:24])[CH3:23])=[C:4]([CH3:26])[CH:3]=1, predict the reactants needed to synthesize it. The reactants are: [Br:1][C:2]1[CH:7]=[CH:6][C:5]([N:8]([C:19]([O:21][C:22]([CH3:25])([CH3:24])[CH3:23])=[O:20])[C:9]2[S:10][CH:11]=[C:12]([C:14](OCC)=[O:15])[N:13]=2)=[C:4]([CH3:26])[CH:3]=1.[BH4-].[Na+].CO. (7) Given the product [ClH:1].[OH:11][C:12]1[CH:13]=[C:14]([C:19]2[N:9]=[C:8]3[C:7]([NH2:10])=[CH:6][N:5]=[CH:4][C:3]3=[N:2][C:21]=2[C:23]2[CH:28]=[CH:27][C:26]([OH:29])=[C:25]([OH:30])[CH:24]=2)[CH:15]=[CH:16][C:17]=1[OH:18], predict the reactants needed to synthesize it. The reactants are: [ClH:1].[NH2:2][C:3]1[CH:4]=[N:5][CH:6]=[C:7]([NH2:10])[C:8]=1[NH2:9].[OH:11][C:12]1[CH:13]=[C:14]([C:19]([C:21]([C:23]2[CH:28]=[CH:27][C:26]([OH:29])=[C:25]([OH:30])[CH:24]=2)=O)=O)[CH:15]=[CH:16][C:17]=1[OH:18].C(OCC)C.